From a dataset of Rat liver microsome stability data. Regression/Classification. Given a drug SMILES string, predict its absorption, distribution, metabolism, or excretion properties. Task type varies by dataset: regression for continuous measurements (e.g., permeability, clearance, half-life) or binary classification for categorical outcomes (e.g., BBB penetration, CYP inhibition). Dataset: rlm. (1) The molecule is CCN(CC)C(=O)c1coc(COc2ccc3c(c2)C(c2cccc(F)c2)N(C(=O)C(C)C)CC3)n1. The result is 1 (stable in rat liver microsomes). (2) The molecule is CC(C)(C)OC(=O)N[C@@H](Cc1ccc(OS(=O)(=O)c2cccc3cnccc23)cc1)C(=O)N1CCN(Cc2ccccc2)CC1. The result is 1 (stable in rat liver microsomes). (3) The drug is Oc1cc(CSc2ccc(Cl)cc2)nc(-c2ccccn2)n1. The result is 1 (stable in rat liver microsomes). (4) The compound is O=C(Nc1ccncc1)Nc1ccc(-c2nc(N3CCOCC3)c3ccn(CCN4CCCCC4)c3n2)cc1. The result is 1 (stable in rat liver microsomes). (5) The molecule is O=C(O)CCN1CCC2(CC1)C(=O)Nc1cc(C=C3c4ccccc4COc4cc(F)ccc43)ccc12. The result is 0 (unstable in rat liver microsomes).